Dataset: Reaction yield outcomes from USPTO patents with 853,638 reactions. Task: Predict the reaction yield, written as a fraction of the theoretical maximum amount of product (1.0 means a 100% yield; for example, 0.34 means a 34% yield). The reactants are Cl.[CH3:2][S:3]([CH:6]1[CH2:11][CH2:10][NH:9][CH2:8][CH2:7]1)(=[O:5])=[O:4].C(N(C(C)C)CC)(C)C.Cl[C:22]1[N:23]([CH2:44][C:45]([F:48])([F:47])[F:46])[C:24]2[C:29]([N:30]=1)=[C:28]([N:31]1[CH2:36][CH2:35][O:34][CH2:33][CH2:32]1)[N:27]=[C:26]([C:37]1[CH:38]=[N:39][C:40]([NH2:43])=[N:41][CH:42]=1)[N:25]=2. The catalyst is CN1CCCC1=O. The product is [CH3:2][S:3]([CH:6]1[CH2:11][CH2:10][N:9]([C:22]2[N:23]([CH2:44][C:45]([F:46])([F:48])[F:47])[C:24]3[C:29]([N:30]=2)=[C:28]([N:31]2[CH2:32][CH2:33][O:34][CH2:35][CH2:36]2)[N:27]=[C:26]([C:37]2[CH:42]=[N:41][C:40]([NH2:43])=[N:39][CH:38]=2)[N:25]=3)[CH2:8][CH2:7]1)(=[O:5])=[O:4]. The yield is 0.330.